Dataset: Forward reaction prediction with 1.9M reactions from USPTO patents (1976-2016). Task: Predict the product of the given reaction. (1) Given the reactants CC(OC(/N=N/C(OC(C)C)=O)=O)C.[CH:15]1([C:18]2[N:23]=[CH:22][C:21]([C:24]3[N:29]=[CH:28][N:27]=[C:26]([CH2:30]O)[CH:25]=3)=[CH:20][CH:19]=2)[CH2:17][CH2:16]1.[C:32]1(=[O:42])[C:40]2[C:35](=[CH:36][CH:37]=[CH:38][CH:39]=2)[C:34](=[O:41])[NH:33]1.C1C=CC(P(C2C=CC=CC=2)C2C=CC=CC=2)=CC=1, predict the reaction product. The product is: [CH:15]1([C:18]2[N:23]=[CH:22][C:21]([C:24]3[N:29]=[CH:28][N:27]=[C:26]([CH2:30][N:33]4[C:34](=[O:41])[C:35]5[C:40](=[CH:39][CH:38]=[CH:37][CH:36]=5)[C:32]4=[O:42])[CH:25]=3)=[CH:20][CH:19]=2)[CH2:16][CH2:17]1. (2) Given the reactants [N:1]([C:4]1[CH:5]=[C:6]([CH:10]=[CH:11][C:12]=1[CH3:13])[C:7]([OH:9])=[O:8])=[N+:2]=[N-:3].[CH3:14][C:15]1[CH:20]=[CH:19][C:18]([C:21]#[CH:22])=[CH:17][N:16]=1.ClC1N=CC(C2N=NN(C3C=C(C=CC=3C)C(O)=O)C=2)=CC=1, predict the reaction product. The product is: [CH3:13][C:12]1[CH:11]=[CH:10][C:6]([C:7]([OH:9])=[O:8])=[CH:5][C:4]=1[N:1]1[CH:22]=[C:21]([C:18]2[CH:17]=[N:16][C:15]([CH3:14])=[CH:20][CH:19]=2)[N:3]=[N:2]1.